This data is from Reaction yield outcomes from USPTO patents with 853,638 reactions. The task is: Predict the reaction yield, written as a fraction of the theoretical maximum amount of product (1.0 means a 100% yield; for example, 0.34 means a 34% yield). (1) The reactants are [CH3:1][N:2]1[C:7]2[CH:8]=[CH:9][CH:10]=[CH:11][C:6]=2[O:5][CH:4]([CH2:12][OH:13])[CH2:3]1.C(N(CC)CC)C.[CH3:21][S:22](Cl)(=[O:24])=[O:23].O. The catalyst is ClCCl. The product is [CH3:21][S:22]([O:13][CH2:12][CH:4]1[CH2:3][N:2]([CH3:1])[C:7]2[CH:8]=[CH:9][CH:10]=[CH:11][C:6]=2[O:5]1)(=[O:24])=[O:23]. The yield is 0.430. (2) The reactants are Br[C:2]1[CH:7]=[CH:6][N:5]=[C:4]([C:8]([NH:10][CH2:11][C:12]2[CH:17]=[CH:16][C:15]([O:18][CH3:19])=[CH:14][CH:13]=2)=[O:9])[CH:3]=1.CC1(C)C(C)(C)OB(/[CH:28]=[CH:29]/[C:30]2[CH:35]=[CH:34][CH:33]=[CH:32][CH:31]=2)O1.C(=O)([O-])[O-].[Cs+].[Cs+]. The yield is 0.800. The product is [CH3:19][O:18][C:15]1[CH:16]=[CH:17][C:12]([CH2:11][NH:10][C:8](=[O:9])[C:4]2[CH:3]=[C:2](/[CH:28]=[CH:29]/[C:30]3[CH:35]=[CH:34][CH:33]=[CH:32][CH:31]=3)[CH:7]=[CH:6][N:5]=2)=[CH:13][CH:14]=1. The catalyst is O1CCOCC1.O.